From a dataset of Full USPTO retrosynthesis dataset with 1.9M reactions from patents (1976-2016). Predict the reactants needed to synthesize the given product. Given the product [CH3:1][O:2][C:3]([C:5]1[CH:6]=[C:7]([Br:14])[CH:8]=[C:9]2[C:13]=1[N:12]([CH3:18])[CH:11]=[CH:10]2)=[O:4], predict the reactants needed to synthesize it. The reactants are: [CH3:1][O:2][C:3]([C:5]1[CH:6]=[C:7]([Br:14])[CH:8]=[C:9]2[C:13]=1[NH:12][CH:11]=[CH:10]2)=[O:4].[H-].[Na+].I[CH3:18].